Predict the reaction yield, written as a fraction of the theoretical maximum amount of product (1.0 means a 100% yield; for example, 0.34 means a 34% yield). From a dataset of Reaction yield outcomes from USPTO patents with 853,638 reactions. (1) The reactants are [NH:1]1[C:9]2[C:4](=[N:5][CH:6]=[C:7]([C:10]([O:12][CH3:13])=[O:11])[CH:8]=2)[CH:3]=[CH:2]1.[Cl:14]N1C(=O)CCC1=O. The catalyst is CN(C)C=O.O. The product is [Cl:14][C:3]1[C:4]2=[N:5][CH:6]=[C:7]([C:10]([O:12][CH3:13])=[O:11])[CH:8]=[C:9]2[NH:1][CH:2]=1. The yield is 0.930. (2) The reactants are [CH2:1]([C:8]1[NH:26][C:11]2=[N:12][CH:13]=[C:14]([CH2:16][CH2:17][CH2:18][CH2:19][C:20]3[S:24][C:23]([NH2:25])=[N:22][N:21]=3)[CH:15]=[C:10]2[N:9]=1)[C:2]1[CH:7]=[CH:6][CH:5]=[CH:4][CH:3]=1.[C:27]1([CH2:33][C:34](Cl)=[O:35])[CH:32]=[CH:31][CH:30]=[CH:29][CH:28]=1. The catalyst is N1C=CC=CC=1. The product is [CH2:1]([C:8]1[NH:26][C:11]2=[N:12][CH:13]=[C:14]([CH2:16][CH2:17][CH2:18][CH2:19][C:20]3[S:24][C:23]([NH:25][C:34](=[O:35])[CH2:33][C:27]4[CH:32]=[CH:31][CH:30]=[CH:29][CH:28]=4)=[N:22][N:21]=3)[CH:15]=[C:10]2[N:9]=1)[C:2]1[CH:7]=[CH:6][CH:5]=[CH:4][CH:3]=1. The yield is 0.0700.